From a dataset of Forward reaction prediction with 1.9M reactions from USPTO patents (1976-2016). Predict the product of the given reaction. (1) Given the reactants [C:1](/[C:3](=[C:5]1/[C:6]2[CH:35]=[CH:34][CH:33]=[CH:32][C:7]=2[O:8][CH2:9][C:10]2[CH:15]=[C:14]([CH2:16][N:17]3[C:21]4[CH:22]=[CH:23][CH:24]=[C:25]([C:26](O)=[O:27])[C:20]=4[N:19]=[C:18]3[CH2:29][CH2:30][CH3:31])[CH:13]=[CH:12][C:11]/1=2)/[CH3:4])#[N:2].[OH:36][CH:37]1[CH2:42][CH2:41][NH:40][CH2:39][CH2:38]1.C(N=C=NCCCN(C)C)C.ON1C2C=CC=CC=2N=N1.C(=O)([O-])O.[Na+], predict the reaction product. The product is: [OH:36][CH:37]1[CH2:42][CH2:41][N:40]([C:26]([C:25]2[C:20]3[N:19]=[C:18]([CH2:29][CH2:30][CH3:31])[N:17]([CH2:16][C:14]4[CH:13]=[CH:12][C:11]5/[C:5](=[C:3](/[CH3:4])\[C:1]#[N:2])/[C:6]6[CH:35]=[CH:34][CH:33]=[CH:32][C:7]=6[O:8][CH2:9][C:10]=5[CH:15]=4)[C:21]=3[CH:22]=[CH:23][CH:24]=2)=[O:27])[CH2:39][CH2:38]1. (2) Given the reactants Cl[C:2]1[C:3]([C:12]([F:15])([F:14])[F:13])=[CH:4][C:5]([N+:9]([O-:11])=[O:10])=[C:6]([NH2:8])[CH:7]=1.[OH-:16].[K+].[CH3:18]O, predict the reaction product. The product is: [CH3:18][O:16][C:2]1[C:3]([C:12]([F:15])([F:14])[F:13])=[CH:4][C:5]([N+:9]([O-:11])=[O:10])=[C:6]([NH2:8])[CH:7]=1. (3) Given the reactants Br[CH2:2][C:3]([O:5][C:6]([CH3:9])([CH3:8])[CH3:7])=[O:4].[NH2:10][CH2:11][CH2:12][CH2:13][C@:14]1([C:33]2[CH:38]=[CH:37][CH:36]=[CH:35][CH:34]=2)[N:18]([C:19](=[O:24])[C@@H:20]([O:22]C)[CH3:21])[N:17]=[C:16]([C:25]2[CH:30]=[C:29]([F:31])[CH:28]=[CH:27][C:26]=2[F:32])[S:15]1, predict the reaction product. The product is: [NH2:10][CH2:11][CH2:12][CH2:13][C@:14]1([C:33]2[CH:38]=[CH:37][CH:36]=[CH:35][CH:34]=2)[N:18]([C:19](=[O:24])[C@@H:20]([O:22][CH2:2][C:3]([O:5][C:6]([CH3:9])([CH3:8])[CH3:7])=[O:4])[CH3:21])[N:17]=[C:16]([C:25]2[CH:30]=[C:29]([F:31])[CH:28]=[CH:27][C:26]=2[F:32])[S:15]1. (4) Given the reactants [CH2:1]([N:8]([C@H:29]([CH:31]1[CH2:33][CH2:32]1)[CH3:30])[C:9](=[O:28])[CH2:10][N:11]1[C:25](=[O:26])[C:14]2([C:22]3[C:17](=[CH:18][C:19]([C:23]#[N:24])=[CH:20][CH:21]=3)[CH2:16][CH2:15]2)[NH:13][C:12]1=[O:27])[C:2]1[CH:7]=[CH:6][CH:5]=[CH:4][CH:3]=1.O=C1NC2(C3C(=CC(NC(=O)C)=CC=3)CC2)C(=O)N1.[NH4+].[Cl-].[N-:55]=[N+:56]=[N-:57].[Na+], predict the reaction product. The product is: [CH2:1]([N:8]([C@H:29]([CH:31]1[CH2:32][CH2:33]1)[CH3:30])[C:9](=[O:28])[CH2:10][N:11]1[C:25](=[O:26])[C:14]2([C:22]3[C:17](=[CH:18][C:19]([C:23]4[N:55]=[N:56][NH:57][N:24]=4)=[CH:20][CH:21]=3)[CH2:16][CH2:15]2)[NH:13][C:12]1=[O:27])[C:2]1[CH:3]=[CH:4][CH:5]=[CH:6][CH:7]=1. (5) Given the reactants [F:1][C:2]1[CH:3]=[CH:4][C:5]([O:25][CH2:26][C:27]2[CH:32]=[C:31]([CH3:33])[CH:30]=[CH:29][N:28]=2)=[C:6]([C:8]2[CH:17]=[C:16]3[C:11]([CH2:12][CH2:13][N:14](C(OC(C)(C)C)=O)[CH2:15]3)=[CH:10][CH:9]=2)[CH:7]=1.Cl.C(OCC)(=O)C.[OH-].[Na+], predict the reaction product. The product is: [F:1][C:2]1[CH:3]=[CH:4][C:5]([O:25][CH2:26][C:27]2[CH:32]=[C:31]([CH3:33])[CH:30]=[CH:29][N:28]=2)=[C:6]([C:8]2[CH:17]=[C:16]3[C:11]([CH2:12][CH2:13][NH:14][CH2:15]3)=[CH:10][CH:9]=2)[CH:7]=1.